From a dataset of NCI-60 drug combinations with 297,098 pairs across 59 cell lines. Regression. Given two drug SMILES strings and cell line genomic features, predict the synergy score measuring deviation from expected non-interaction effect. (1) Drug 1: CC(C1=C(C=CC(=C1Cl)F)Cl)OC2=C(N=CC(=C2)C3=CN(N=C3)C4CCNCC4)N. Drug 2: CC1=C(N=C(N=C1N)C(CC(=O)N)NCC(C(=O)N)N)C(=O)NC(C(C2=CN=CN2)OC3C(C(C(C(O3)CO)O)O)OC4C(C(C(C(O4)CO)O)OC(=O)N)O)C(=O)NC(C)C(C(C)C(=O)NC(C(C)O)C(=O)NCCC5=NC(=CS5)C6=NC(=CS6)C(=O)NCCC[S+](C)C)O. Cell line: HCC-2998. Synergy scores: CSS=0.328, Synergy_ZIP=-4.34, Synergy_Bliss=-6.80, Synergy_Loewe=-8.25, Synergy_HSA=-7.00. (2) Drug 1: C1CCN(CC1)CCOC2=CC=C(C=C2)C(=O)C3=C(SC4=C3C=CC(=C4)O)C5=CC=C(C=C5)O. Drug 2: CC(C)NC(=O)C1=CC=C(C=C1)CNNC.Cl. Cell line: HCT116. Synergy scores: CSS=-10.4, Synergy_ZIP=0.291, Synergy_Bliss=-5.96, Synergy_Loewe=-12.6, Synergy_HSA=-12.2.